This data is from Reaction yield outcomes from USPTO patents with 853,638 reactions. The task is: Predict the reaction yield, written as a fraction of the theoretical maximum amount of product (1.0 means a 100% yield; for example, 0.34 means a 34% yield). (1) The reactants are [CH3:1][C:2]([N:5]([CH2:9][C:10]1[CH:15]=[C:14]([C:16]#[N:17])[CH:13]=[C:12](Br)[CH:11]=1)[C:6](=[O:8])[O-:7])([CH3:4])[CH3:3].[CH:19]1C=CC(P(C2C=CC=CC=2)C2C=CC=CC=2)=C[CH:20]=1.C([O-])([O-])=O.[K+].[K+].[CH3:44][C:45]([Si:48]([CH3:61])([CH3:60])[O:49][CH2:50][C:51]1[CH:52]=[C:53](B(O)O)[CH:54]=[CH:55][CH:56]=1)(C)[CH3:46]. The catalyst is O1CCOCC1.CC([O-])=O.CC([O-])=O.[Pd+2]. The product is [CH3:1][C:2]([N:5]([CH2:9][C:10]1[CH:11]=[C:12]([C:53]2[CH:54]=[CH:55][CH:56]=[C:51]([CH2:50][O:49][Si:48]([CH3:60])([CH3:61])[CH:45]([CH3:44])[CH3:46])[CH:52]=2)[CH:13]=[C:14]([C:16]#[N:17])[CH:15]=1)[C:6](=[O:8])[O-:7])([CH3:4])[CH3:3].[CH3:19][CH3:20]. The yield is 0.720. (2) The reactants are Cl[C:2]1[C:3]([C:11]([O:13][CH2:14][CH3:15])=[O:12])=[N:4][N:5]([CH3:10])[C:6](=[O:9])[C:7]=1[CH3:8].[F:16][C:17]1[CH:23]=[C:22]([S:24][CH3:25])[CH:21]=[CH:20][C:18]=1[NH2:19]. No catalyst specified. The product is [F:16][C:17]1[CH:23]=[C:22]([S:24][CH3:25])[CH:21]=[CH:20][C:18]=1[NH:19][C:2]1[C:3]([C:11]([O:13][CH2:14][CH3:15])=[O:12])=[N:4][N:5]([CH3:10])[C:6](=[O:9])[C:7]=1[CH3:8]. The yield is 0.810.